From a dataset of Catalyst prediction with 721,799 reactions and 888 catalyst types from USPTO. Predict which catalyst facilitates the given reaction. (1) Reactant: O.[OH-].[Li+].C([O:6][C:7](=[O:18])[CH2:8][N:9]1[CH:13]=[CH:12][C:11]([C:14]([F:17])([F:16])[F:15])=[N:10]1)C. Product: [F:17][C:14]([F:15])([F:16])[C:11]1[CH:12]=[CH:13][N:9]([CH2:8][C:7]([OH:18])=[O:6])[N:10]=1. The catalyst class is: 90. (2) Reactant: [OH-].[K+].[CH3:3][C:4]1([CH3:30])[CH2:8][O:7][C:6]([C:9]2[CH:14]=[CH:13][C:12]([C:15]([OH:29])([C:23]3[CH:28]=[CH:27][CH:26]=[CH:25][CH:24]=3)[C:16]3[CH:17]=[C:18]([OH:22])[CH:19]=[CH:20][CH:21]=3)=[CH:11][CH:10]=2)=[N:5]1.[C:31]([O:35][C:36](=[O:42])[NH:37][CH2:38][CH2:39][CH2:40]Br)([CH3:34])([CH3:33])[CH3:32]. Product: [C:31]([O:35][C:36](=[O:42])[NH:37][CH2:38][CH2:39][CH2:40][O:22][C:18]1[CH:19]=[CH:20][CH:21]=[C:16]([C:15]([C:12]2[CH:11]=[CH:10][C:9]([C:6]3[O:7][CH2:8][C:4]([CH3:30])([CH3:3])[N:5]=3)=[CH:14][CH:13]=2)([OH:29])[C:23]2[CH:24]=[CH:25][CH:26]=[CH:27][CH:28]=2)[CH:17]=1)([CH3:34])([CH3:33])[CH3:32]. The catalyst class is: 16. (3) Reactant: [CH2:1]([C:3]1[C:8]([O:9][C:10]2[C:11]([C:23]#[N:24])=[N:12][CH:13]=[C:14]([S:16][C:17]3[CH:22]=[CH:21][CH:20]=[CH:19][N:18]=3)[CH:15]=2)=[CH:7][CH:6]=[CH:5][N:4]=1)[CH3:2].[OH-:25].[Na+]. Product: [CH2:1]([C:3]1[C:8]([O:9][C:10]2[C:11]([C:23]([NH2:24])=[O:25])=[N:12][CH:13]=[C:14]([S:16][C:17]3[CH:22]=[CH:21][CH:20]=[CH:19][N:18]=3)[CH:15]=2)=[CH:7][CH:6]=[CH:5][N:4]=1)[CH3:2]. The catalyst class is: 65. (4) Reactant: [CH3:1][N:2]1[C:7](=[O:8])[CH2:6][O:5][C:4]2[N:9]=[C:10]([C:18]3[CH:23]=[CH:22][C:21]([C:24]4([NH:28]C(=O)OC(C)(C)C)[CH2:27][CH2:26][CH2:25]4)=[CH:20][CH:19]=3)[C:11]([C:13]3[S:14][CH:15]=[CH:16][CH:17]=3)=[CH:12][C:3]1=2.C(O)(C(F)(F)F)=O. Product: [NH2:28][C:24]1([C:21]2[CH:22]=[CH:23][C:18]([C:10]3[C:11]([C:13]4[S:14][CH:15]=[CH:16][CH:17]=4)=[CH:12][C:3]4[N:2]([CH3:1])[C:7](=[O:8])[CH2:6][O:5][C:4]=4[N:9]=3)=[CH:19][CH:20]=2)[CH2:27][CH2:26][CH2:25]1. The catalyst class is: 4. (5) Reactant: [NH2:1][C:2]1[CH:7]=[CH:6][CH:5]=[CH:4][CH:3]=1.C(N(CC)CC)C.Cl[C:16]1[C:21]([N+:22]([O-:24])=[O:23])=[CH:20][CH:19]=[C:18]([Cl:25])[N:17]=1. Product: [Cl:25][C:18]1[N:17]=[C:16]([NH:1][C:2]2[CH:7]=[CH:6][CH:5]=[CH:4][CH:3]=2)[C:21]([N+:22]([O-:24])=[O:23])=[CH:20][CH:19]=1. The catalyst class is: 8. (6) Reactant: [Cl:1][C:2]1[CH:24]=[C:23]([NH:25][C:26]2[C:27]3[N:34]([CH2:35][CH2:36][OH:37])[CH:33]=[CH:32][C:28]=3[N:29]=[CH:30][N:31]=2)[CH:22]=[CH:21][C:3]=1[O:4][C:5]1[CH:13]=[CH:12][CH:11]=[C:10]2[C:6]=1[CH2:7][CH2:8][N:9]2C(OC(C)(C)C)=O.Cl.C(=O)([O-])O.[Na+]. Product: [Cl:1][C:2]1[CH:24]=[C:23]([NH:25][C:26]2[C:27]3[N:34]([CH2:35][CH2:36][OH:37])[CH:33]=[CH:32][C:28]=3[N:29]=[CH:30][N:31]=2)[CH:22]=[CH:21][C:3]=1[O:4][C:5]1[CH:13]=[CH:12][CH:11]=[C:10]2[C:6]=1[CH2:7][CH2:8][NH:9]2. The catalyst class is: 8. (7) Reactant: Cl.[C:2]1([C:8]2([CH2:13][C:14]([NH2:16])=[NH:15])[CH2:12][CH2:11][CH2:10][CH2:9]2)[CH:7]=[CH:6][CH:5]=[CH:4][CH:3]=1.[C:17]([O:21][C:22](=[O:37])/[C:23](/O)=[C:24](\[O:28][CH2:29][C:30]1[CH:35]=[CH:34][CH:33]=[CH:32][CH:31]=1)/[C:25](O)=[O:26])([CH3:20])([CH3:19])[CH3:18].C[O-].[Na+]. Product: [C:17]([O:21][C:22]([C:23]1[C:24]([O:28][CH2:29][C:30]2[CH:35]=[CH:34][CH:33]=[CH:32][CH:31]=2)=[C:25]([OH:26])[N:16]=[C:14]([CH2:13][C:8]2([C:2]3[CH:7]=[CH:6][CH:5]=[CH:4][CH:3]=3)[CH2:12][CH2:11][CH2:10][CH2:9]2)[N:15]=1)=[O:37])([CH3:20])([CH3:18])[CH3:19]. The catalyst class is: 5. (8) Reactant: [C:1]([C:4]1[CH:9]=[CH:8][C:7]([N:10]2[CH2:15][CH2:14][N:13]([C:16]([C:18]3[CH:19]=[C:20]([CH:23]=[CH:24][C:25]=3Br)[C:21]#[N:22])=[O:17])[CH2:12][CH2:11]2)=[C:6]([F:27])[CH:5]=1)(=[O:3])[CH3:2].CCN(C(C)C)C(C)C.[NH:37]1[CH2:43][CH2:42][CH2:41][CH2:40][CH2:39][CH2:38]1.C1COCC1. Product: [C:1]([C:4]1[CH:9]=[CH:8][C:7]([N:10]2[CH2:15][CH2:14][N:13]([C:16]([C:18]3[CH:19]=[C:20]([CH:23]=[CH:24][C:25]=3[N:37]3[CH2:43][CH2:42][CH2:41][CH2:40][CH2:39][CH2:38]3)[C:21]#[N:22])=[O:17])[CH2:12][CH2:11]2)=[C:6]([F:27])[CH:5]=1)(=[O:3])[CH3:2]. The catalyst class is: 3. (9) Product: [Cl:1][C:2]1[CH:3]=[CH:4][C:5]2[C:11](=[O:12])[NH:10][C:9]3[CH:13]=[C:14]([CH2:17][CH2:18][OH:19])[CH:15]=[CH:16][C:8]=3[NH:7][C:6]=2[CH:22]=1. The catalyst class is: 1. Reactant: [Cl:1][C:2]1[CH:3]=[CH:4][C:5]2[C:11](=[O:12])[NH:10][C:9]3[CH:13]=[C:14]([CH2:17][C:18](OC)=[O:19])[CH:15]=[CH:16][C:8]=3[NH:7][C:6]=2[CH:22]=1.[H-].[H-].[H-].[H-].[Li+].[Al+3].